From a dataset of Reaction yield outcomes from USPTO patents with 853,638 reactions. Predict the reaction yield, written as a fraction of the theoretical maximum amount of product (1.0 means a 100% yield; for example, 0.34 means a 34% yield). (1) The reactants are [F:1][C:2]([F:7])([F:6])[C:3]([OH:5])=[O:4].C(OC([N:15]1[CH2:20][CH2:19][N:18]([CH3:21])[CH:17]([CH3:22])[CH2:16]1)=O)(C)(C)C. The catalyst is C(Cl)Cl. The product is [F:1][C:2]([F:7])([F:6])[C:3]([OH:5])=[O:4].[CH3:21][N:18]1[CH2:19][CH2:20][NH:15][CH2:16][CH:17]1[CH3:22]. The yield is 0.560. (2) The reactants are [CH3:1][C:2]([CH3:18])([CH3:17])[CH2:3][C:4]([C:6](=[CH:9][C:10]1[CH:15]=[CH:14][C:13]([CH3:16])=[CH:12][CH:11]=1)[C:7]#[N:8])=O.[NH2:19][C:20]([CH3:29])=[CH:21][C:22]([O:24][C:25]([CH3:28])([CH3:27])[CH3:26])=[O:23]. The catalyst is C(O)(=O)C. The product is [C:7]([C:6]1[CH:9]([C:10]2[CH:15]=[CH:14][C:13]([CH3:16])=[CH:12][CH:11]=2)[C:21]([C:22]([O:24][C:25]([CH3:28])([CH3:27])[CH3:26])=[O:23])=[C:20]([CH3:29])[NH:19][C:4]=1[CH2:3][C:2]([CH3:18])([CH3:17])[CH3:1])#[N:8]. The yield is 0.780. (3) The product is [CH:19]1([NH:25][C:2]2[C:11]3[C:6](=[CH:7][CH:8]=[CH:9][CH:10]=3)[C:5]([CH2:12][C:13]3[CH:18]=[CH:17][N:16]=[CH:15][CH:14]=3)=[N:4][N:3]=2)[CH2:24][CH2:23][CH2:22][CH2:21][CH2:20]1. The catalyst is ClCCl. The reactants are Cl[C:2]1[C:11]2[C:6](=[CH:7][CH:8]=[CH:9][CH:10]=2)[C:5]([CH2:12][C:13]2[CH:18]=[CH:17][N:16]=[CH:15][CH:14]=2)=[N:4][N:3]=1.[CH:19]1([NH2:25])[CH2:24][CH2:23][CH2:22][CH2:21][CH2:20]1.C(=O)([O-])O.[Na+]. The yield is 0.00560. (4) The reactants are [OH:1][CH2:2][CH2:3][NH:4][C:5]([CH:7]1[CH2:12][CH2:11][CH2:10][CH:9]([C:13]2[CH:18]=[CH:17][C:16]([O:19][CH3:20])=[C:15]([O:21][CH3:22])[CH:14]=2)[NH:8]1)=O.[H-].[H-].[H-].[H-].[Li+].[Al+3].[OH-].[Na+].[O-]S([O-])(=O)=O.[Mg+2]. The catalyst is C1COCC1.O. The product is [CH3:22][O:21][C:15]1[CH:14]=[C:13]([CH:9]2[NH:8][CH:7]([CH2:5][NH:4][CH2:3][CH2:2][OH:1])[CH2:12][CH2:11][CH2:10]2)[CH:18]=[CH:17][C:16]=1[O:19][CH3:20]. The yield is 0.680. (5) The reactants are [OH:1][C:2]1[CH:21]=[CH:20][C:5]([O:6][CH:7]2CCN(C(OC(C)(C)C)=O)CC2)=[CH:4][CH:3]=1.[ClH:22].O1CCOCC1.Cl.C(=[NH:35])(OCC)C.[CH:36]([N:39]([CH2:43][CH3:44])[CH:40]([CH3:42])C)([CH3:38])C. The catalyst is O1CCOCC1. The product is [ClH:22].[C:40]([N:39]1[CH2:43][CH2:44][CH:7]([O:6][C:5]2[CH:20]=[CH:21][C:2]([OH:1])=[CH:3][CH:4]=2)[CH2:38][CH2:36]1)(=[NH:35])[CH3:42]. The yield is 0.740. (6) The reactants are [Cl:1][C:2]1[CH:22]=[C:21]([Cl:23])[CH:20]=[CH:19][C:3]=1[CH:4]([O:12][CH:13]1[CH2:18][CH2:17][NH:16][CH2:15][CH2:14]1)[C:5]1[CH:10]=[CH:9][C:8]([Cl:11])=[CH:7][CH:6]=1.[C:24]([N:28]=[C:29]=[O:30])([CH3:27])([CH3:26])[CH3:25].C(N(CC)CC)C. The catalyst is ClCCl. The product is [Cl:1][C:2]1[CH:22]=[C:21]([Cl:23])[CH:20]=[CH:19][C:3]=1[CH:4]([O:12][CH:13]1[CH2:14][CH2:15][N:16]([C:29]([NH:28][C:24]([CH3:27])([CH3:26])[CH3:25])=[O:30])[CH2:17][CH2:18]1)[C:5]1[CH:10]=[CH:9][C:8]([Cl:11])=[CH:7][CH:6]=1. The yield is 0.620. (7) The reactants are [CH3:1][C:2]1[N:3]([C:11]2[CH:16]=[CH:15][CH:14]=[CH:13][CH:12]=2)[C:4]([CH3:10])=[C:5]([C:7]([OH:9])=O)[N:6]=1.C(N(C(C)C)CC)(C)C.F[P-](F)(F)(F)(F)F.ClC1N(C)CC[NH+]1C.[OH:41][C:42]12[CH2:51][CH:46]3[CH2:47][CH:48]([CH2:50][C:44]([NH2:52])([CH2:45]3)[CH2:43]1)[CH2:49]2. The catalyst is ClCCl. The product is [OH:41][C:42]12[CH2:51][CH:46]3[CH2:47][CH:48]([CH2:50][C:44]([NH:52][C:7]([C:5]4[N:6]=[C:2]([CH3:1])[N:3]([C:11]5[CH:16]=[CH:15][CH:14]=[CH:13][CH:12]=5)[C:4]=4[CH3:10])=[O:9])([CH2:45]3)[CH2:43]1)[CH2:49]2. The yield is 0.670.